Dataset: Peptide-MHC class II binding affinity with 134,281 pairs from IEDB. Task: Regression. Given a peptide amino acid sequence and an MHC pseudo amino acid sequence, predict their binding affinity value. This is MHC class II binding data. (1) The peptide sequence is ATTEEQKLIEDVNAS. The MHC is HLA-DQA10501-DQB10301 with pseudo-sequence HLA-DQA10501-DQB10301. The binding affinity (normalized) is 0.265. (2) The peptide sequence is NRFSYIPNGALKFVD. The MHC is HLA-DPA10201-DPB10101 with pseudo-sequence HLA-DPA10201-DPB10101. The binding affinity (normalized) is 0.380. (3) The peptide sequence is FSSAGGFFTSVGKGI. The MHC is DRB1_1301 with pseudo-sequence DRB1_1301. The binding affinity (normalized) is 0.327. (4) The peptide sequence is GWPYIGSRSQILGRS. The MHC is DRB1_0401 with pseudo-sequence DRB1_0401. The binding affinity (normalized) is 0.199. (5) The peptide sequence is YEYKVQQAMSNLVLG. The MHC is DRB1_0301 with pseudo-sequence DRB1_0301. The binding affinity (normalized) is 0.357.